Task: Predict the reactants needed to synthesize the given product.. Dataset: Full USPTO retrosynthesis dataset with 1.9M reactions from patents (1976-2016) (1) Given the product [F:27][C:21]1[CH:22]=[C:23]([F:26])[CH:24]=[CH:25][C:20]=1[N:16]1[C:15]([C:9]2[S:8][C:7]3[C:6]4[N:28]=[C:2]([C:33]#[C:32][CH2:31][N:30]([CH3:34])[CH3:29])[CH:3]=[CH:4][C:5]=4[O:14][CH2:13][CH2:12][C:11]=3[CH:10]=2)=[N:19][CH:18]=[N:17]1, predict the reactants needed to synthesize it. The reactants are: Cl[C:2]1[CH:3]=[CH:4][C:5]2[O:14][CH2:13][CH2:12][C:11]3[CH:10]=[C:9]([C:15]4[N:16]([C:20]5[CH:25]=[CH:24][C:23]([F:26])=[CH:22][C:21]=5[F:27])[N:17]=[CH:18][N:19]=4)[S:8][C:7]=3[C:6]=2[N:28]=1.[CH3:29][N:30]([CH3:34])[CH2:31][C:32]#[CH:33].C([O-])([O-])=O.[K+].[K+].C1(P(C2C=CC=CC=2)CCCP(C2C=CC=CC=2)C2C=CC=CC=2)C=CC=CC=1. (2) Given the product [CH3:21][N:22]1[CH2:27][CH2:26][N:25]([CH:17]([C:6]2[CH:7]=[CH:8][CH:9]=[C:4]([O:3][C:2]([F:14])([F:13])[F:1])[CH:5]=2)[C:16]([OH:20])=[O:19])[CH2:24][CH2:23]1, predict the reactants needed to synthesize it. The reactants are: [F:1][C:2]([F:14])([F:13])[O:3][C:4]1[CH:5]=[C:6](B(O)O)[CH:7]=[CH:8][CH:9]=1.O.[C:16]([OH:20])(=[O:19])[CH:17]=O.[CH3:21][N:22]1[CH2:27][CH2:26][NH:25][CH2:24][CH2:23]1. (3) Given the product [C:5]([N:28]1[CH2:27][CH2:26][C:23]2[NH:24][C:25]3[C:17](/[CH:16]=[CH:15]/[C:12]4[CH:13]=[N:14][C:9]([CH3:8])=[CH:10][CH:11]=4)=[CH:18][CH:19]=[CH:20][C:21]=3[C:22]=2[CH2:29]1)(=[O:7])[CH3:6], predict the reactants needed to synthesize it. The reactants are: C(O[C:5](=[O:7])[CH3:6])(=O)C.[CH3:8][C:9]1[N:14]=[CH:13][C:12](/[CH:15]=[CH:16]/[C:17]2[C:25]3[NH:24][C:23]4[CH2:26][CH2:27][NH:28][CH2:29][C:22]=4[C:21]=3[CH:20]=[CH:19][CH:18]=2)=[CH:11][CH:10]=1.